This data is from Peptide-MHC class I binding affinity with 185,985 pairs from IEDB/IMGT. The task is: Regression. Given a peptide amino acid sequence and an MHC pseudo amino acid sequence, predict their binding affinity value. This is MHC class I binding data. (1) The peptide sequence is IASLVMLLVH. The MHC is HLA-B58:01 with pseudo-sequence HLA-B58:01. The binding affinity (normalized) is 0.311. (2) The peptide sequence is TEDQGHFPL. The MHC is HLA-B40:01 with pseudo-sequence HLA-B40:01. The binding affinity (normalized) is 0.872. (3) The peptide sequence is GLYRLNFRR. The MHC is HLA-A03:01 with pseudo-sequence HLA-A03:01. The binding affinity (normalized) is 0.493. (4) The peptide sequence is PLWESATEV. The MHC is HLA-A69:01 with pseudo-sequence HLA-A69:01. The binding affinity (normalized) is 0.366. (5) The peptide sequence is ILAKDFLLV. The MHC is HLA-A68:02 with pseudo-sequence HLA-A68:02. The binding affinity (normalized) is 0.191. (6) The peptide sequence is SVKNLILNFL. The MHC is HLA-A68:02 with pseudo-sequence HLA-A68:02. The binding affinity (normalized) is 0.550. (7) The peptide sequence is SYVFNFHKY. The MHC is HLA-B15:17 with pseudo-sequence HLA-B15:17. The binding affinity (normalized) is 0.0847. (8) The peptide sequence is EKFFPSSSY. The MHC is HLA-B08:01 with pseudo-sequence HLA-B08:01. The binding affinity (normalized) is 0.0847. (9) The binding affinity (normalized) is 0. The MHC is HLA-A01:01 with pseudo-sequence HLA-A01:01. The peptide sequence is EIDTTIGEW. (10) The peptide sequence is HFDDVANGF. The MHC is HLA-B40:01 with pseudo-sequence HLA-B40:01. The binding affinity (normalized) is 0.241.